From a dataset of Full USPTO retrosynthesis dataset with 1.9M reactions from patents (1976-2016). Predict the reactants needed to synthesize the given product. The reactants are: [Cl:1][C:2]1[C:18]([Cl:19])=[CH:17][C:5]2[N:6]=[C:7]([C:9]3[CH:14]=[CH:13][C:12]([CH:15]=[O:16])=[CH:11][CH:10]=3)[NH:8][C:4]=2[CH:3]=1.[C-:20]#[N:21].[K+].S([O-])(O)=O.[Na+].O. Given the product [C:20]([CH:15]([OH:16])[C:12]1[CH:11]=[CH:10][C:9]([C:7]2[NH:8][C:4]3[CH:3]=[C:2]([Cl:1])[C:18]([Cl:19])=[CH:17][C:5]=3[N:6]=2)=[CH:14][CH:13]=1)#[N:21], predict the reactants needed to synthesize it.